Dataset: NCI-60 drug combinations with 297,098 pairs across 59 cell lines. Task: Regression. Given two drug SMILES strings and cell line genomic features, predict the synergy score measuring deviation from expected non-interaction effect. (1) Synergy scores: CSS=29.7, Synergy_ZIP=1.26, Synergy_Bliss=1.58, Synergy_Loewe=2.30, Synergy_HSA=2.21. Drug 2: CC(C)(C#N)C1=CC(=CC(=C1)CN2C=NC=N2)C(C)(C)C#N. Cell line: HCT116. Drug 1: CC(CN1CC(=O)NC(=O)C1)N2CC(=O)NC(=O)C2. (2) Drug 1: CC1=CC2C(CCC3(C2CCC3(C(=O)C)OC(=O)C)C)C4(C1=CC(=O)CC4)C. Drug 2: C1CN(CCN1C(=O)CCBr)C(=O)CCBr. Cell line: MDA-MB-231. Synergy scores: CSS=5.01, Synergy_ZIP=1.39, Synergy_Bliss=6.11, Synergy_Loewe=-16.0, Synergy_HSA=-5.83. (3) Drug 1: CCC1=CC2CC(C3=C(CN(C2)C1)C4=CC=CC=C4N3)(C5=C(C=C6C(=C5)C78CCN9C7C(C=CC9)(C(C(C8N6C)(C(=O)OC)O)OC(=O)C)CC)OC)C(=O)OC.C(C(C(=O)O)O)(C(=O)O)O. Drug 2: CCC1(CC2CC(C3=C(CCN(C2)C1)C4=CC=CC=C4N3)(C5=C(C=C6C(=C5)C78CCN9C7C(C=CC9)(C(C(C8N6C)(C(=O)OC)O)OC(=O)C)CC)OC)C(=O)OC)O.OS(=O)(=O)O. Cell line: MDA-MB-435. Synergy scores: CSS=63.0, Synergy_ZIP=-2.34, Synergy_Bliss=-3.04, Synergy_Loewe=-2.08, Synergy_HSA=0.634. (4) Synergy scores: CSS=10.5, Synergy_ZIP=-1.55, Synergy_Bliss=-0.820, Synergy_Loewe=-4.57, Synergy_HSA=-2.29. Cell line: IGROV1. Drug 2: C1=NNC2=C1C(=O)NC=N2. Drug 1: CCCS(=O)(=O)NC1=C(C(=C(C=C1)F)C(=O)C2=CNC3=C2C=C(C=N3)C4=CC=C(C=C4)Cl)F. (5) Drug 1: C1CCC(C(C1)N)N.C(=O)(C(=O)[O-])[O-].[Pt+4]. Drug 2: B(C(CC(C)C)NC(=O)C(CC1=CC=CC=C1)NC(=O)C2=NC=CN=C2)(O)O. Cell line: IGROV1. Synergy scores: CSS=17.6, Synergy_ZIP=-0.109, Synergy_Bliss=0.608, Synergy_Loewe=-21.7, Synergy_HSA=1.20. (6) Drug 1: CC1C(C(CC(O1)OC2CC(OC(C2O)C)OC3=CC4=CC5=C(C(=O)C(C(C5)C(C(=O)C(C(C)O)O)OC)OC6CC(C(C(O6)C)O)OC7CC(C(C(O7)C)O)OC8CC(C(C(O8)C)O)(C)O)C(=C4C(=C3C)O)O)O)O. Drug 2: N.N.Cl[Pt+2]Cl. Cell line: SK-MEL-2. Synergy scores: CSS=64.4, Synergy_ZIP=1.06, Synergy_Bliss=1.35, Synergy_Loewe=-6.95, Synergy_HSA=-0.148.